From a dataset of Full USPTO retrosynthesis dataset with 1.9M reactions from patents (1976-2016). Predict the reactants needed to synthesize the given product. (1) Given the product [CH2:1]([O:8][C:9]([N:11]1[CH2:15][CH2:14][CH2:13][C@H:12]1[C:16](=[O:18])[NH:72][C:69]1[S:70][CH:71]=[C:67]([C:64]2[CH:65]=[CH:66][C:61]([C:60](=[O:73])[NH:33][CH:32]3[CH2:30][CH2:31]3)=[CH:62][N:63]=2)[N:68]=1)=[O:10])[C:2]1[CH:3]=[CH:4][CH:5]=[CH:6][CH:7]=1.[CH2:52]([O:59][C:60](=[O:73])[C:61]1[CH:66]=[CH:65][C:64]([C:67]2[N:68]=[C:69]([NH:72][C:16]([C@@H:12]3[CH2:13][CH2:14][CH2:15][N:11]3[C:9]([O:8][CH2:1][C:2]3[CH:7]=[CH:6][CH:5]=[CH:4][CH:3]=3)=[O:10])=[O:17])[S:70][CH:71]=2)=[N:63][CH:62]=1)[C:53]1[CH:54]=[CH:55][CH:56]=[CH:57][CH:58]=1, predict the reactants needed to synthesize it. The reactants are: [CH2:1]([O:8][C:9]([N:11]1[CH2:15][CH2:14][CH2:13][C@H:12]1[C:16]([OH:18])=[O:17])=[O:10])[C:2]1[CH:7]=[CH:6][CH:5]=[CH:4][CH:3]=1.CN(C(ON1N=NC2[CH:30]=[CH:31][CH:32]=[N:33]C1=2)=[N+](C)C)C.F[P-](F)(F)(F)(F)F.CCN(C(C)C)C(C)C.[CH2:52]([O:59][C:60](=[O:73])[C:61]1[CH:66]=[CH:65][C:64]([C:67]2[N:68]=[C:69]([NH2:72])[S:70][CH:71]=2)=[N:63][CH:62]=1)[C:53]1[CH:58]=[CH:57][CH:56]=[CH:55][CH:54]=1. (2) Given the product [Br:3][C:4]1[N:5]([CH2:15][O:14][CH2:13][CH2:12][Si:11]([CH3:18])([CH3:17])[CH3:10])[C:6]([Br:9])=[CH:7][N:8]=1, predict the reactants needed to synthesize it. The reactants are: [H-].[Na+].[Br:3][C:4]1[NH:5][C:6]([Br:9])=[CH:7][N:8]=1.[CH3:10][Si:11]([CH3:18])([CH3:17])[CH2:12][CH2:13][O:14][CH2:15]Cl.C(OCC)(=O)C. (3) Given the product [F:20][C:17]1[CH:18]=[CH:19][C:14]([C:6]2([C:8]3[CH:13]=[CH:12][CH:11]=[CH:10][CH:9]=3)[S:5][CH2:4][CH:3]([CH2:2][NH:30][CH2:29][CH2:28][CH2:27][C:21]3[CH:26]=[CH:25][CH:24]=[CH:23][CH:22]=3)[O:7]2)=[CH:15][CH:16]=1, predict the reactants needed to synthesize it. The reactants are: Cl[CH2:2][CH:3]1[O:7][C:6]([C:14]2[CH:19]=[CH:18][C:17]([F:20])=[CH:16][CH:15]=2)([C:8]2[CH:13]=[CH:12][CH:11]=[CH:10][CH:9]=2)[S:5][CH2:4]1.[C:21]1([CH2:27][CH2:28][CH2:29][NH2:30])[CH:26]=[CH:25][CH:24]=[CH:23][CH:22]=1.[I-].[K+]. (4) Given the product [CH2:1]([C:9]1[CH:10]=[C:11]2[C:15](=[CH:16][CH:17]=1)[NH:14][CH:13]=[CH:12]2)[CH2:2][CH2:3][CH2:4][CH2:5][CH2:6][CH2:7][CH3:8], predict the reactants needed to synthesize it. The reactants are: [C:1]([C:9]1[CH:10]=[C:11]2[C:15](=[CH:16][CH:17]=1)[NH:14][CH:13]=[CH:12]2)#[C:2][CH2:3][CH2:4][CH2:5][CH2:6][CH2:7][CH3:8].